From a dataset of Forward reaction prediction with 1.9M reactions from USPTO patents (1976-2016). Predict the product of the given reaction. (1) Given the reactants [CH:1]1[N:6]=[C:5]([NH2:7])[C:4]2[N:8]=[CH:9][N:10]([C@@H:11]3[O:15][C@H:14]([CH2:16][O:17][P:18]([OH:21])([OH:20])=[O:19])[C@@H:13](O)[C@H:12]3[OH:23])[C:3]=2[N:2]=1.N1C(N)=C2C(=NC=N2)NC=1, predict the reaction product. The product is: [CH:1]1[N:6]=[C:5]([NH2:7])[C:4]2[N:8]=[CH:9][N:10]([C@@H:11]3[O:15][C@@H:14]4[CH2:16][O:17][P:18]([OH:20])([O:21][C@H:13]4[C@H:12]3[OH:23])=[O:19])[C:3]=2[N:2]=1. (2) The product is: [F:19][C:16]1[CH:17]=[CH:18][C:13]([C:12]2[N:11]=[C:10]([S:20][CH3:21])[N:9]([CH3:22])[C:8]=2[C:6]2[CH:5]=[CH:4][N:3]=[C:2]([NH:23][CH:24]3[CH2:29][CH2:28][CH2:27][CH2:26][CH:25]3[OH:30])[CH:7]=2)=[CH:14][CH:15]=1. Given the reactants F[C:2]1[CH:7]=[C:6]([C:8]2[N:9]([CH3:22])[C:10]([S:20][CH3:21])=[N:11][C:12]=2[C:13]2[CH:18]=[CH:17][C:16]([F:19])=[CH:15][CH:14]=2)[CH:5]=[CH:4][N:3]=1.[NH2:23][C@@H:24]1[CH2:29][CH2:28][CH2:27][CH2:26][C@H:25]1[OH:30], predict the reaction product. (3) Given the reactants [CH2:1]([O:3][C:4]([C:6]1[C:7]2[CH2:20][CH2:19][CH2:18][CH2:17][C:8]=2[S:9][C:10]=1[NH:11][C:12]([CH:14]1[CH2:16][CH2:15]1)=[O:13])=[O:5])[CH3:2], predict the reaction product. The product is: [CH2:1]([O:3][C:4]([C:6]1[C:7]2[CH:20]=[CH:19][CH:18]=[CH:17][C:8]=2[S:9][C:10]=1[NH:11][C:12]([CH:14]1[CH2:16][CH2:15]1)=[O:13])=[O:5])[CH3:2]. (4) Given the reactants C12CC(CC1)C=C2B(O)O.[CH2:11]([CH:13]1[CH2:18][CH2:17][C:16]([C:19]2[N:24]=[C:23]([CH2:25][NH:26][C@H:27]([CH:30]([CH3:32])[CH3:31])[CH2:28][OH:29])[C:22]([F:33])=[CH:21][CH:20]=2)=[CH:15][CH2:14]1)[CH3:12], predict the reaction product. The product is: [CH2:11]([CH:13]1[CH2:18][CH2:17][C:16]([C:19]2[N:24]=[C:23]([CH2:25][NH:26][C@H:27]([CH:30]([CH3:32])[CH3:31])[CH2:28][OH:29])[C:22]([F:33])=[CH:21][CH:20]=2)=[CH:15][CH2:14]1)[CH3:12].[CH2:11]([CH:13]1[CH2:14][CH2:15][CH:16]([C:19]2[N:24]=[C:23]([CH2:25][NH:26][C@H:27]([CH:30]([CH3:32])[CH3:31])[CH2:28][OH:29])[C:22]([F:33])=[CH:21][CH:20]=2)[CH2:17][CH2:18]1)[CH3:12]. (5) Given the reactants [C:1]([O:4][C@@H:5]1[CH:22]2[C@:17]([CH3:24])([CH2:18][CH2:19][C:20](=[O:23])[CH2:21]2)[C@@H:16]2[C@H:7]([C@H:8]3[C@@:12]([CH2:14][CH2:15]2)([CH3:13])[C:11](=[O:25])[CH2:10][CH2:9]3)[CH2:6]1)(=[O:3])[CH3:2].[BH4-].[Na+], predict the reaction product. The product is: [C:1]([O:4][C@@H:5]1[CH:22]2[C@:17]([CH3:24])([CH2:18][CH2:19][C@H:20]([OH:23])[CH2:21]2)[C@@H:16]2[C@H:7]([C@H:8]3[C@@:12]([CH2:14][CH2:15]2)([CH3:13])[C@@H:11]([OH:25])[CH2:10][CH2:9]3)[CH2:6]1)(=[O:3])[CH3:2].[C:1]([O:4][C@@H:5]1[CH:22]2[C@:17]([CH3:24])([CH2:18][CH2:19][C@@H:20]([OH:23])[CH2:21]2)[C@@H:16]2[C@H:7]([C@H:8]3[C@@:12]([CH2:14][CH2:15]2)([CH3:13])[C@@H:11]([OH:25])[CH2:10][CH2:9]3)[CH2:6]1)(=[O:3])[CH3:2]. (6) Given the reactants Br[C:2]1[CH:3]=[C:4]([F:12])[CH:5]=[C:6]2[C:10]=1[NH:9][CH:8]=[C:7]2[CH3:11].[C:13]([O:17][CH3:18])(=[O:16])[CH:14]=[CH2:15].C1(C)C=CC=CC=1P(C1C=CC=CC=1C)C1C=CC=CC=1C, predict the reaction product. The product is: [CH3:18][O:17][C:13](=[O:16])/[CH:14]=[CH:15]/[C:2]1[CH:3]=[C:4]([F:12])[CH:5]=[C:6]2[C:10]=1[NH:9][CH:8]=[C:7]2[CH3:11]. (7) Given the reactants C([O:3][P:4]([CH2:9][CH2:10][NH:11][CH2:12][C:13]([N:15]1[C:23]2[C:18](=[CH:19][C:20]([O:24][CH:25]3[CH2:30][CH2:29][CH:28]([C:31]([CH3:34])([CH3:33])[CH3:32])[CH2:27][CH2:26]3)=[CH:21][CH:22]=2)[CH2:17][CH2:16]1)=[O:14])(=[O:8])[O:5]CC)C.Br[Si](C)(C)C, predict the reaction product. The product is: [C:31]([C@H:28]1[CH2:29][CH2:30][C@H:25]([O:24][C:20]2[CH:19]=[C:18]3[C:23](=[CH:22][CH:21]=2)[N:15]([C:13](=[O:14])[CH2:12][NH:11][CH2:10][CH2:9][P:4](=[O:3])([OH:8])[OH:5])[CH2:16][CH2:17]3)[CH2:26][CH2:27]1)([CH3:34])([CH3:32])[CH3:33].